From a dataset of Full USPTO retrosynthesis dataset with 1.9M reactions from patents (1976-2016). Predict the reactants needed to synthesize the given product. (1) Given the product [C:24]1(/[CH:23]=[CH:22]/[C:2]2[CH:3]=[C:4]([CH2:8][O:9][C:10]3[CH:15]=[CH:14][C:13]([CH2:16][CH2:17][C:18]([O:20][CH3:21])=[O:19])=[CH:12][CH:11]=3)[CH:5]=[CH:6][CH:7]=2)[CH:29]=[CH:28][CH:27]=[CH:26][CH:25]=1, predict the reactants needed to synthesize it. The reactants are: Br[C:2]1[CH:3]=[C:4]([CH2:8][O:9][C:10]2[CH:15]=[CH:14][C:13]([CH2:16][CH2:17][C:18]([O:20][CH3:21])=[O:19])=[CH:12][CH:11]=2)[CH:5]=[CH:6][CH:7]=1.[CH2:22]=[CH:23][C:24]1[CH:29]=[CH:28][CH:27]=[CH:26][CH:25]=1.C(=O)([O-])O.[Na+].O. (2) Given the product [N+:20]([C:16]1[CH:17]=[CH:18][CH:19]=[C:14]2[C:15]=1[CH2:23][N:2]([CH:3]1[CH2:8][CH2:7][C:6](=[O:9])[NH:5][C:4]1=[O:10])[C:13]2=[O:12])([O-:22])=[O:21], predict the reactants needed to synthesize it. The reactants are: Cl.[NH2:2][CH:3]1[CH2:8][CH2:7][C:6](=[O:9])[NH:5][C:4]1=[O:10].C[O:12][C:13](=O)[C:14]1[CH:19]=[CH:18][CH:17]=[C:16]([N+:20]([O-:22])=[O:21])[C:15]=1[CH2:23]Br.CN(C)C=O. (3) Given the product [C:7]([O:11][C:15]1[CH:20]=[CH:19][CH:18]=[CH:17][CH:16]=1)(=[S:1])[C:8]([CH3:10])=[CH2:9], predict the reactants needed to synthesize it. The reactants are: [SH:1]CCS.[OH-].[K+].[C:7](Cl)(=[O:11])[C:8]([CH3:10])=[CH2:9].CO[C:15]1[CH:20]=[CH:19][C:18](O)=[CH:17][CH:16]=1.